From a dataset of NCI-60 drug combinations with 297,098 pairs across 59 cell lines. Regression. Given two drug SMILES strings and cell line genomic features, predict the synergy score measuring deviation from expected non-interaction effect. (1) Drug 1: C1=CC(=CC=C1CCCC(=O)O)N(CCCl)CCCl. Drug 2: C(=O)(N)NO. Cell line: HOP-62. Synergy scores: CSS=33.5, Synergy_ZIP=1.84, Synergy_Bliss=-2.88, Synergy_Loewe=-19.5, Synergy_HSA=-3.73. (2) Drug 1: CCN(CC)CCCC(C)NC1=C2C=C(C=CC2=NC3=C1C=CC(=C3)Cl)OC. Drug 2: C1CCC(C(C1)N)N.C(=O)(C(=O)[O-])[O-].[Pt+4]. Cell line: SF-268. Synergy scores: CSS=27.0, Synergy_ZIP=-7.16, Synergy_Bliss=3.09, Synergy_Loewe=2.24, Synergy_HSA=3.11.